This data is from Catalyst prediction with 721,799 reactions and 888 catalyst types from USPTO. The task is: Predict which catalyst facilitates the given reaction. (1) Reactant: [CH2:1]([O:8][C:9]1[C:10]([F:29])=[C:11]([C:15]2[N:16]=[C:17]([CH:25]3[CH2:28][CH2:27][CH2:26]3)[N:18]3[CH:23]=[CH:22][N:21]=[C:20](Cl)[C:19]=23)[CH:12]=[CH:13][CH:14]=1)[C:2]1[CH:7]=[CH:6][CH:5]=[CH:4][CH:3]=1.C(OC1C(F)=C(C(NC(C2CCC2)=O)C2C(Cl)=NC=C[N:46]=2)C=CC=1)C1C=CC=CC=1. Product: [NH2:46][C:20]1[C:19]2[N:18]([C:17]([CH:25]3[CH2:28][CH2:27][CH2:26]3)=[N:16][C:15]=2[C:11]2[CH:12]=[CH:13][CH:14]=[C:9]([O:8][CH2:1][C:2]3[CH:7]=[CH:6][CH:5]=[CH:4][CH:3]=3)[C:10]=2[F:29])[CH:23]=[CH:22][N:21]=1. The catalyst class is: 265. (2) Reactant: [NH:1]1[C:5]2[CH:6]=[CH:7][CH:8]=[CH:9][C:4]=2[N:3]=[C:2]1[C:10]1[CH:19]=[CH:18][CH:17]=[CH:16][C:11]=1[C:12]([O:14][CH3:15])=[O:13].[CH3:20][C:21]1[CH:28]=[CH:27][CH:26]=[C:25]([CH3:29])[C:22]=1[CH2:23]Cl.C(=O)([O-])[O-].[K+].[K+].[I-].[K+]. Product: [CH3:20][C:21]1[CH:28]=[CH:27][CH:26]=[C:25]([CH3:29])[C:22]=1[CH2:23][N:1]1[C:5]2[CH:6]=[CH:7][CH:8]=[CH:9][C:4]=2[N:3]=[C:2]1[C:10]1[CH:19]=[CH:18][CH:17]=[CH:16][C:11]=1[C:12]([O:14][CH3:15])=[O:13]. The catalyst class is: 35. (3) Reactant: Br[CH2:2][CH2:3][CH2:4][CH2:5][CH2:6][CH2:7][CH2:8][C:9]([C:11]1[CH:20]=[CH:19][C:18]2[C:13](=[CH:14][CH:15]=[CH:16][CH:17]=2)[CH:12]=1)=[O:10].[C:21]1([NH2:28])[CH:26]=[CH:25][CH:24]=[CH:23][C:22]=1[NH2:27].C(N(CC)C(C)C)(C)C.C(=O)(O)[O-].[Na+]. Product: [NH2:27][C:22]1[CH:23]=[CH:24][CH:25]=[CH:26][C:21]=1[NH:28][CH2:2][CH2:3][CH2:4][CH2:5][CH2:6][CH2:7][CH2:8][C:9]([C:11]1[CH:20]=[CH:19][C:18]2[C:13](=[CH:14][CH:15]=[CH:16][CH:17]=2)[CH:12]=1)=[O:10]. The catalyst class is: 588. (4) Reactant: [CH2:1]([N:4]1[C:8]2[CH:9]=[CH:10][C:11]([NH2:13])=[CH:12][C:7]=2[N:6]=[CH:5]1)[CH2:2][CH3:3].[Br:14]Br.N.CO.C(Cl)Cl. Product: [CH2:1]([N:4]1[C:8]2[CH:9]=[CH:10][C:11]([NH2:13])=[C:12]([Br:14])[C:7]=2[N:6]=[CH:5]1)[CH2:2][CH3:3]. The catalyst class is: 52. (5) Reactant: Cl[C:2]1[C:7](=[O:8])[NH:6][N:5]=[CH:4][C:3]=1[O:9][C:10]1[CH:18]=[CH:17][CH:16]=[CH:15][C:11]=1[C:12]([NH2:14])=[O:13].C([O-])=O.[NH4+]. Product: [O:8]=[C:7]1[NH:6][N:5]=[CH:4][C:3]([O:9][C:10]2[CH:18]=[CH:17][CH:16]=[CH:15][C:11]=2[C:12]([NH2:14])=[O:13])=[CH:2]1. The catalyst class is: 29.